From a dataset of Serine/threonine kinase 33 screen with 319,792 compounds. Binary Classification. Given a drug SMILES string, predict its activity (active/inactive) in a high-throughput screening assay against a specified biological target. (1) The molecule is O=C(NC12CC3CC(C2)CC(C1)C3)COC(=O)C(CC)CC. The result is 0 (inactive). (2) The compound is S(c1ccc(cc1)C)c1ncccc1C(O)=O. The result is 0 (inactive). (3) The compound is O=C1Nc2c(/C1=C\c1[nH]cnc1)cccc2. The result is 1 (active). (4) The result is 0 (inactive). The compound is Clc1c(ncc(c1)C(F)(F)F)C(=N/OC(=O)CCC(O)=O)/N. (5) The compound is O=C(NC1CCN(CC1)Cc1ccccc1)c1nc(c2[nH]c3c(c2c1)cccc3)c1c(OC)ccc(OC)c1. The result is 0 (inactive). (6) The drug is OC(CCCCN1CCCCC1)c1ccccc1. The result is 0 (inactive). (7) The molecule is O=C1N(C2CCCC2)C(C(=O)N(C1)CCc1ccccc1)c1ccc(OC)cc1. The result is 0 (inactive).